Dataset: Catalyst prediction with 721,799 reactions and 888 catalyst types from USPTO. Task: Predict which catalyst facilitates the given reaction. (1) Reactant: [Cl:1][C:2]1[CH:7]=[CH:6][C:5]([C:8]2[C:14]3[CH:15]=[C:16]([C:19]4[CH:24]=[CH:23][C:22]([CH:25]=O)=[CH:21][CH:20]=4)[CH:17]=[CH:18][C:13]=3[N:12]3[C:27]([CH3:30])=[N:28][N:29]=[C:11]3[C@H:10]([CH2:31][C:32]([NH:34][CH2:35][CH3:36])=[O:33])[N:9]=2)=[CH:4][CH:3]=1.Cl.[CH3:38][NH:39][CH3:40].C(O[BH-](OC(=O)C)OC(=O)C)(=O)C.[Na+].C(=O)([O-])O.[Na+]. Product: [Cl:1][C:2]1[CH:7]=[CH:6][C:5]([C:8]2[C:14]3[CH:15]=[C:16]([C:19]4[CH:20]=[CH:21][C:22]([CH2:25][N:39]([CH3:40])[CH3:38])=[CH:23][CH:24]=4)[CH:17]=[CH:18][C:13]=3[N:12]3[C:27]([CH3:30])=[N:28][N:29]=[C:11]3[C@H:10]([CH2:31][C:32]([NH:34][CH2:35][CH3:36])=[O:33])[N:9]=2)=[CH:4][CH:3]=1. The catalyst class is: 322. (2) Reactant: [CH3:1][C:2]1[C:3]([CH2:14][S:15][C:16]2[NH:20][C:19]3[CH:21]=[CH:22][CH:23]=[CH:24][C:18]=3[N:17]=2)=[N:4][CH:5]=[CH:6][C:7]=1[O:8][CH2:9][C:10]([F:13])([F:12])[F:11].C(=O)([O-])[O-].[Cs+].[Cs+].[CH:31]1([C:37]([O:39][CH:40](I)[CH3:41])=[O:38])[CH2:36][CH2:35][CH2:34][CH2:33][CH2:32]1. Product: [CH:31]1([C:37]([O:39][CH:40]([N:20]2[C:19]3[CH:21]=[CH:22][CH:23]=[CH:24][C:18]=3[N:17]=[C:16]2[S:15][CH2:14][C:3]2[C:2]([CH3:1])=[C:7]([O:8][CH2:9][C:10]([F:12])([F:11])[F:13])[CH:6]=[CH:5][N:4]=2)[CH3:41])=[O:38])[CH2:36][CH2:35][CH2:34][CH2:33][CH2:32]1. The catalyst class is: 21. (3) Product: [F:35][C:34]1[CH:33]=[CH:32][C:19]([CH2:20][C:21]2[C:30]3[C:25](=[CH:26][CH:27]=[CH:28][CH:29]=3)[C:24](=[O:31])[NH:23][N:22]=2)=[CH:18][C:17]=1[C:15]([N:8]1[CH2:14][CH2:13][CH2:12][N:11]([C:38](=[O:39])[C:37](=[O:36])[CH3:41])[CH2:10][CH2:9]1)=[O:16]. Reactant: OC(C(F)(F)F)=O.[N:8]1([C:15]([C:17]2[CH:18]=[C:19]([CH:32]=[CH:33][C:34]=2[F:35])[CH2:20][C:21]2[C:30]3[C:25](=[CH:26][CH:27]=[CH:28][CH:29]=3)[C:24](=[O:31])[NH:23][N:22]=2)=[O:16])[CH2:14][CH2:13][CH2:12][NH:11][CH2:10][CH2:9]1.[O:36]=[C:37]([CH3:41])[C:38](O)=[O:39].CCN(C(C)C)C(C)C.CN(C(ON1N=NC2C=CC=NC1=2)=[N+](C)C)C.F[P-](F)(F)(F)(F)F. The catalyst class is: 3. (4) Reactant: [CH2:1]([O:3][C:4](=[O:15])[CH2:5][C:6]1[CH:11]=[CH:10][C:9]([O:12][CH3:13])=[C:8]([OH:14])[CH:7]=1)[CH3:2].F[C:17]1[CH:24]=[CH:23][C:22]([N+:25]([O-:27])=[O:26])=[CH:21][C:18]=1[CH:19]=[O:20].C(=O)([O-])[O-].[K+].[K+]. Product: [CH2:1]([O:3][C:4](=[O:15])[CH2:5][C:6]1[CH:11]=[CH:10][C:9]([O:12][CH3:13])=[C:8]([O:14][C:17]2[CH:24]=[CH:23][C:22]([N+:25]([O-:27])=[O:26])=[CH:21][C:18]=2[CH:19]=[O:20])[CH:7]=1)[CH3:2]. The catalyst class is: 12. (5) Reactant: Cl[C:2]1[N:11]=[C:10]([NH:12][CH2:13][CH:14]([C:20]2[CH:25]=[CH:24][CH:23]=[CH:22][CH:21]=2)[C:15]2[NH:16][CH:17]=[CH:18][CH:19]=2)[C:9]2[C:4](=[CH:5][CH:6]=[CH:7][CH:8]=2)[N:3]=1.[CH3:26][N:27]([CH3:37])[C:28]1[CH:33]=[CH:32][C:31](B(O)O)=[CH:30][CH:29]=1.C([O-])([O-])=O.[K+].[K+]. Product: [CH3:26][N:27]([CH3:37])[C:28]1[CH:33]=[CH:32][C:31]([C:2]2[N:11]=[C:10]([NH:12][CH2:13][CH:14]([C:20]3[CH:25]=[CH:24][CH:23]=[CH:22][CH:21]=3)[C:15]3[NH:16][CH:17]=[CH:18][CH:19]=3)[C:9]3[C:4](=[CH:5][CH:6]=[CH:7][CH:8]=3)[N:3]=2)=[CH:30][CH:29]=1. The catalyst class is: 38.